This data is from Reaction yield outcomes from USPTO patents with 853,638 reactions. The task is: Predict the reaction yield, written as a fraction of the theoretical maximum amount of product (1.0 means a 100% yield; for example, 0.34 means a 34% yield). (1) The reactants are C([O:3][C:4]([CH:6]1[CH2:9][C:8]([F:34])([C:10]2[CH:15]=[CH:14][C:13]([C:16]3[CH2:20][C:19]([C:25]4[CH:30]=[C:29]([Cl:31])[C:28]([Cl:32])=[C:27]([Cl:33])[CH:26]=4)([C:21]([F:24])([F:23])[F:22])[O:18][N:17]=3)=[CH:12][CH:11]=2)[CH2:7]1)=[O:5])C.[OH-].[Li+]. The catalyst is CCO.O. The product is [F:34][C:8]1([C:10]2[CH:15]=[CH:14][C:13]([C:16]3[CH2:20][C:19]([C:25]4[CH:26]=[C:27]([Cl:33])[C:28]([Cl:32])=[C:29]([Cl:31])[CH:30]=4)([C:21]([F:22])([F:23])[F:24])[O:18][N:17]=3)=[CH:12][CH:11]=2)[CH2:7][CH:6]([C:4]([OH:5])=[O:3])[CH2:9]1. The yield is 0.850. (2) The reactants are [Cl:1][C:2]1[N:3]=[C:4]([N:12]2[CH2:17][CH2:16][O:15][CH2:14][CH2:13]2)[C:5]2[S:10][CH:9]=[C:8]([CH3:11])[C:6]=2[N:7]=1.C([Mg]Cl)(C)C.[Li]CCCC.CCCCCCC.CN(C)[CH:37]=[O:38].Cl. The catalyst is O.C(O)(C)C.C(O)(=O)C.O1CCCC1. The product is [Cl:1][C:2]1[N:3]=[C:4]([N:12]2[CH2:13][CH2:14][O:15][CH2:16][CH2:17]2)[C:5]2[S:10][C:9]([CH:37]=[O:38])=[C:8]([CH3:11])[C:6]=2[N:7]=1. The yield is 0.980. (3) The reactants are Cl[CH2:2][C:3]1[CH:27]=[CH:26][C:6]([C:7]([NH:9][C:10]2[N:25]=[C:13]3[CH:14]=[CH:15][CH:16]=[C:17]([NH:18][CH:19]4[CH2:24][CH2:23][CH2:22][CH2:21][CH2:20]4)[N:12]3[N:11]=2)=[O:8])=[CH:5][CH:4]=1.[CH3:28][O:29][CH2:30][CH2:31][NH:32][CH3:33]. The catalyst is O1CCOCC1. The product is [CH:19]1([NH:18][C:17]2[N:12]3[N:11]=[C:10]([NH:9][C:7](=[O:8])[C:6]4[CH:26]=[CH:27][C:3]([CH2:2][N:32]([CH2:31][CH2:30][O:29][CH3:28])[CH3:33])=[CH:4][CH:5]=4)[N:25]=[C:13]3[CH:14]=[CH:15][CH:16]=2)[CH2:20][CH2:21][CH2:22][CH2:23][CH2:24]1. The yield is 0.0400. (4) The reactants are Br[C:2]1[CH:10]=[C:9]2[C:5]([CH:6]=[C:7]([C:11]([NH:13][C@@H:14]3[CH2:19][CH2:18][CH2:17][CH2:16][C@@H:15]3[CH3:20])=[O:12])[NH:8]2)=[C:4]([CH3:21])[CH:3]=1.CC(P(C(C)(C)C)C1C(C2C=CC=CC=2)=CC=CC=1)(C)C.C(O[K])(C)(C)C.[NH2:49][C:50]1[CH:55]=[CH:54][CH:53]=[CH:52][CH:51]=1. The catalyst is C1(C)C(C)=CC=CC=1.CC([O-])=O.CC([O-])=O.[Pd+2]. The product is [CH3:21][C:4]1[CH:3]=[C:2]([NH:49][C:50]2[CH:55]=[CH:54][CH:53]=[CH:52][CH:51]=2)[CH:10]=[C:9]2[C:5]=1[CH:6]=[C:7]([C:11]([NH:13][C@@H:14]1[CH2:19][CH2:18][CH2:17][CH2:16][C@@H:15]1[CH3:20])=[O:12])[NH:8]2. The yield is 0.300. (5) The catalyst is CN(C)C=O.C(#N)C.O.Cl[Pd](Cl)([P](C1C=CC=CC=1)(C1C=CC=CC=1)C1C=CC=CC=1)[P](C1C=CC=CC=1)(C1C=CC=CC=1)C1C=CC=CC=1.[Cu]I. The yield is 0.280. The product is [NH2:1][C:2]1[C:3]([C:7](=[N:16][OH:17])[NH:8][C:9]2[CH:14]=[CH:13][CH:12]=[C:11]([C:20]#[C:19][CH2:18][OH:21])[CH:10]=2)=[N:4][O:5][N:6]=1. The reactants are [NH2:1][C:2]1[C:3]([C:7](=[N:16][OH:17])[NH:8][C:9]2[CH:14]=[CH:13][CH:12]=[C:11](I)[CH:10]=2)=[N:4][O:5][N:6]=1.[CH2:18]([OH:21])[C:19]#[CH:20].C(NCC)C. (6) The reactants are Br[CH2:2][C:3]1[CH:8]=[CH:7][C:6]([F:9])=[CH:5][C:4]=1[C:10]([N:12]1[CH2:17][CH2:16][O:15][CH2:14][CH2:13]1)=[O:11].[N-:18]=[N+:19]=[N-:20].[Na+]. The catalyst is CN(C)C=O. The product is [N:18]([CH2:2][C:3]1[CH:8]=[CH:7][C:6]([F:9])=[CH:5][C:4]=1[C:10]([N:12]1[CH2:17][CH2:16][O:15][CH2:14][CH2:13]1)=[O:11])=[N+:19]=[N-:20]. The yield is 0.880. (7) The reactants are [CH:1]([C:4]1[CH:9]=[CH:8][CH:7]=[CH:6][C:5]=1[C@H:10]1[C@H:15]([C:16]([O:18]CC)=[O:17])[CH2:14][CH2:13][N:12]([C:21]([O:23][C:24]([CH3:27])([CH3:26])[CH3:25])=[O:22])[CH2:11]1)([CH3:3])[CH3:2].[OH-].[Na+].C(O)(=O)CC(CC(O)=O)(C(O)=O)O. The catalyst is C1COCC1.CCO. The product is [C:24]([O:23][C:21]([N:12]1[CH2:13][CH2:14][C@@H:15]([C:16]([OH:18])=[O:17])[C@H:10]([C:5]2[CH:6]=[CH:7][CH:8]=[CH:9][C:4]=2[CH:1]([CH3:3])[CH3:2])[CH2:11]1)=[O:22])([CH3:27])([CH3:26])[CH3:25]. The yield is 0.340. (8) The reactants are [OH-].[Na+].[CH3:3][O:4][C:5]1[CH:14]=[C:13]([C:15]2[CH:20]=[CH:19][CH:18]=[CH:17][CH:16]=2)[CH:12]=[CH:11][C:6]=1[C:7]([O:9]C)=[O:8]. The catalyst is CO. The product is [CH3:3][O:4][C:5]1[CH:14]=[C:13]([C:15]2[CH:20]=[CH:19][CH:18]=[CH:17][CH:16]=2)[CH:12]=[CH:11][C:6]=1[C:7]([OH:9])=[O:8]. The yield is 0.960. (9) The reactants are [CH2:1]([O:3][C:4]([C:6]1[NH:7][C:8]([CH3:11])=[CH:9][CH:10]=1)=[O:5])[CH3:2].[CH3:12][O:13][C:14]1[CH:15]=[C:16]([CH2:20][C:21](Cl)=[O:22])[CH:17]=[CH:18][CH:19]=1. The catalyst is ClCCCl. The product is [CH2:1]([O:3][C:4]([C:6]1[NH:7][C:8]([CH3:11])=[C:9]([C:21](=[O:22])[CH2:20][C:16]2[CH:17]=[CH:18][CH:19]=[C:14]([O:13][CH3:12])[CH:15]=2)[CH:10]=1)=[O:5])[CH3:2]. The yield is 0.500. (10) The reactants are [N:1]1([C:7]2[N:12]3[N:13]=[C:14]([C:16]4[CH:21]=[CH:20][N:19]=[CH:18][CH:17]=4)[CH:15]=[C:11]3[N:10]=[C:9]([NH:22][NH2:23])[CH:8]=2)[CH2:6][CH2:5][O:4][CH2:3][CH2:2]1.[C:24]([C:27]1[CH:28]=[C:29]([CH:32]=[CH:33][CH:34]=1)[CH:30]=O)(=[O:26])[CH3:25]. The catalyst is C(O)C. The product is [C:24]([C:27]1[CH:28]=[C:29]([CH:32]=[CH:33][CH:34]=1)[CH:30]=[N:23][NH:22][C:9]1[CH:8]=[C:7]([N:1]2[CH2:6][CH2:5][O:4][CH2:3][CH2:2]2)[N:12]2[N:13]=[C:14]([C:16]3[CH:17]=[CH:18][N:19]=[CH:20][CH:21]=3)[CH:15]=[C:11]2[N:10]=1)(=[O:26])[CH3:25]. The yield is 0.770.